Task: Predict which catalyst facilitates the given reaction.. Dataset: Catalyst prediction with 721,799 reactions and 888 catalyst types from USPTO (1) Reactant: C(=O)([O-])[O-].[Na+].[Na+].[CH2:7]([NH2:15])[CH2:8][C:9]1[CH:14]=[CH:13][CH:12]=[CH:11][CH:10]=1.[C:16](Cl)(=[O:23])[C:17]1[CH:22]=[CH:21][CH:20]=[CH:19][CH:18]=1. Product: [CH2:7]([NH:15][C:16](=[O:23])[C:17]1[CH:22]=[CH:21][CH:20]=[CH:19][CH:18]=1)[CH2:8][C:9]1[CH:14]=[CH:13][CH:12]=[CH:11][CH:10]=1. The catalyst class is: 6. (2) Reactant: Cl[CH2:2][C:3]1[CH:28]=[CH:27][C:6]([O:7][CH2:8][C:9]2[N:10]=[C:11]([C:15]3[CH:20]=[CH:19][C:18]([CH2:21][C:22]([O:24][CH2:25][CH3:26])=[O:23])=[CH:17][CH:16]=3)[O:12][C:13]=2[CH3:14])=[C:5]([O:29][CH3:30])[CH:4]=1.Cl.[C:32]([C:36]1[S:37][CH:38]=[C:39](/[CH:41]=[CH:42]/[C:43]2[C:44]([OH:54])=[N:45][N:46]([C:48]3[CH:53]=[CH:52][CH:51]=[CH:50][CH:49]=3)[CH:47]=2)[N:40]=1)([CH3:35])([CH3:34])[CH3:33].C(=O)([O-])[O-].[K+].[K+].CN(C)C=O. Product: [C:32]([C:36]1[S:37][CH:38]=[C:39](/[CH:41]=[CH:42]/[C:43]2[C:44]([O:54][CH2:2][C:3]3[CH:28]=[CH:27][C:6]([O:7][CH2:8][C:9]4[N:10]=[C:11]([C:15]5[CH:20]=[CH:19][C:18]([CH2:21][C:22]([O:24][CH2:25][CH3:26])=[O:23])=[CH:17][CH:16]=5)[O:12][C:13]=4[CH3:14])=[C:5]([O:29][CH3:30])[CH:4]=3)=[N:45][N:46]([C:48]3[CH:53]=[CH:52][CH:51]=[CH:50][CH:49]=3)[CH:47]=2)[N:40]=1)([CH3:35])([CH3:33])[CH3:34]. The catalyst class is: 6. (3) Reactant: [O-]P([O-])([O-])=O.[K+].[K+].[K+].[Cl:9][C:10]1[C:29](I)=[CH:28][C:13]([C:14]([NH:16][C:17]2[CH:22]=[CH:21][C:20]([O:23][C:24]([F:27])([F:26])[F:25])=[CH:19][CH:18]=2)=[O:15])=[CH:12][N:11]=1.[CH3:31][C:32]1[CH:33]=[N:34][N:35]([CH:46]2[CH2:51][CH2:50][CH2:49][CH2:48][O:47]2)[C:36]=1B1OC(C)(C)C(C)(C)O1. Product: [Cl:9][C:10]1[C:29]([C:36]2[N:35]([CH:46]3[CH2:51][CH2:50][CH2:49][CH2:48][O:47]3)[N:34]=[CH:33][C:32]=2[CH3:31])=[CH:28][C:13]([C:14]([NH:16][C:17]2[CH:22]=[CH:21][C:20]([O:23][C:24]([F:27])([F:26])[F:25])=[CH:19][CH:18]=2)=[O:15])=[CH:12][N:11]=1. The catalyst class is: 800. (4) The catalyst class is: 3. Reactant: [CH3:1][O:2][C:3]([C:5]1([C:8]([OH:10])=O)[CH2:7][CH2:6]1)=[O:4].CN(C(ON1N=NC2C=CC=NC1=2)=[N+](C)C)C.F[P-](F)(F)(F)(F)F.[Cl:35][C:36]1[CH:43]=[CH:42][CH:41]=[CH:40][C:37]=1[CH2:38][NH2:39]. Product: [Cl:35][C:36]1[CH:43]=[CH:42][CH:41]=[CH:40][C:37]=1[CH2:38][NH:39][C:8]([C:5]1([C:3]([O:2][CH3:1])=[O:4])[CH2:7][CH2:6]1)=[O:10]. (5) Reactant: [Si]([O:18][CH2:19][CH2:20][N:21]1[CH2:26][CH2:25][CH2:24][N:23]([C:27]2[CH:32]=[CH:31][C:30]([N:33]3[CH2:37][C@H:36]([CH2:38][NH:39][C:40]([C:42]4[S:43][C:44]([Cl:47])=[CH:45][CH:46]=4)=[O:41])[O:35][C:34]3=[O:48])=[CH:29][C:28]=2[CH3:49])[C:22]1=[O:50])(C(C)(C)C)(C1C=CC=CC=1)C1C=CC=CC=1.[F-].C([N+](CCCC)(CCCC)CCCC)CCC.O.[Cl-].[Na+]. Product: [Cl:47][C:44]1[S:43][C:42]([C:40]([NH:39][CH2:38][C@@H:36]2[O:35][C:34](=[O:48])[N:33]([C:30]3[CH:31]=[CH:32][C:27]([N:23]4[CH2:24][CH2:25][CH2:26][N:21]([CH2:20][CH2:19][OH:18])[C:22]4=[O:50])=[C:28]([CH3:49])[CH:29]=3)[CH2:37]2)=[O:41])=[CH:46][CH:45]=1. The catalyst class is: 56. (6) Reactant: C[Mg+].[Br-].[OH:4][C:5]1[C:6]([C:11]([OH:13])=O)=[N:7][CH:8]=[CH:9][CH:10]=1.[CH2:14](N(CC)CC)C.C(OC)=O.Cl. Product: [OH:4][C:5]1[C:6]([C:11](=[O:13])[CH3:14])=[N:7][CH:8]=[CH:9][CH:10]=1. The catalyst class is: 1. (7) Reactant: Br[C:2]1[CH:7]=[CH:6][C:5]([Br:8])=[CH:4][CH:3]=1.[CH2:9]1[C:12]2([CH2:15][NH:14][CH2:13]2)[CH2:11][O:10]1.C1(P(C2C=CC=CC=2)C2C=CC3C(=CC=CC=3)C=2C2C3C(=CC=CC=3)C=CC=2P(C2C=CC=CC=2)C2C=CC=CC=2)C=CC=CC=1.C(=O)([O-])[O-].[Cs+].[Cs+]. Product: [Br:8][C:5]1[CH:6]=[CH:7][C:2]([N:14]2[CH2:15][C:12]3([CH2:9][O:10][CH2:11]3)[CH2:13]2)=[CH:3][CH:4]=1. The catalyst class is: 101. (8) Product: [C:1]([OH:8])(=[O:7])[CH:2]([CH2:3][C:4]([OH:6])=[O:5])[OH:11]. The catalyst class is: 610. Reactant: [C:1]([OH:8])(=[O:7])[CH2:2][CH2:3][C:4]([OH:6])=[O:5].C([OH:11])C. (9) The catalyst class is: 7. Product: [CH2:19]([C@H:21]1[NH:25][C@H:24]([CH2:28][C:13]2[CH:18]=[CH:17][CH:16]=[CH:15][N:14]=2)[CH2:23][CH2:22]1)[CH3:20]. Reactant: C([Li])CCC.CCCCCC.Br[C:13]1[CH:18]=[CH:17][CH:16]=[CH:15][N:14]=1.[CH2:19]([C@H:21]1[N:25]2S(=O)(=O)O[CH2:28][C@@H:24]2[CH2:23][CH2:22]1)[CH3:20]. (10) Reactant: [Br:1][C:2]1[CH:3]=[CH:4][C:5]([Cl:20])=[C:6]([CH:8]([C:10]2[CH:15]=[CH:14][C:13]([O:16][CH3:17])=[C:12]([F:18])[C:11]=2[F:19])O)[CH:7]=1.C([SiH](CC)CC)C.B(F)(F)F.CCOCC. Product: [Br:1][C:2]1[CH:3]=[CH:4][C:5]([Cl:20])=[C:6]([CH2:8][C:10]2[CH:15]=[CH:14][C:13]([O:16][CH3:17])=[C:12]([F:18])[C:11]=2[F:19])[CH:7]=1. The catalyst class is: 2.